This data is from Forward reaction prediction with 1.9M reactions from USPTO patents (1976-2016). The task is: Predict the product of the given reaction. (1) Given the reactants [NH2:1][C:2]1[CH:3]=[N:4][C:5]2[C:10]([C:11]=1[Cl:12])=[CH:9][CH:8]=[CH:7][CH:6]=2.C(N(CC)CC)C.[C:20](Cl)(=[O:24])[CH:21]([CH3:23])[CH3:22], predict the reaction product. The product is: [Cl:12][C:11]1[C:10]2[C:5](=[CH:6][CH:7]=[CH:8][CH:9]=2)[N:4]=[CH:3][C:2]=1[NH:1][C:20](=[O:24])[CH:21]([CH3:23])[CH3:22]. (2) Given the reactants Br[CH2:2][CH2:3][S:4]([C:7]1[CH:12]=[CH:11][CH:10]=[CH:9][C:8]=1[C:13]([F:16])([F:15])[F:14])(=[O:6])=[O:5].C(N(CC)CC)C, predict the reaction product. The product is: [CH:3]([S:4]([C:7]1[CH:12]=[CH:11][CH:10]=[CH:9][C:8]=1[C:13]([F:15])([F:14])[F:16])(=[O:5])=[O:6])=[CH2:2]. (3) Given the reactants [S:1](Cl)(Cl)(=[O:3])=[O:2].[NH2:6][C:7]1[CH:8]=[C:9]([CH:35]=[CH:36][CH:37]=1)[O:10][CH2:11][C@@H:12]([O:31][C:32](=[O:34])[CH3:33])[CH2:13][N:14]1[CH2:19][CH2:18][N:17]([S:20]([C:23]2[CH:28]=[CH:27][C:26]([O:29][CH3:30])=[CH:25][CH:24]=2)(=[O:22])=[O:21])[CH2:16][CH2:15]1, predict the reaction product. The product is: [C:32]([O:31][C@@H:12]([CH2:13][N:14]1[CH2:15][CH2:16][N:17]([S:20]([C:23]2[CH:24]=[CH:25][C:26]([O:29][CH3:30])=[CH:27][CH:28]=2)(=[O:22])=[O:21])[CH2:18][CH2:19]1)[CH2:11][O:10][C:9]1[CH:35]=[CH:36][CH:37]=[C:7]([N:6]=[S:1](=[O:3])=[O:2])[CH:8]=1)(=[O:34])[CH3:33]. (4) Given the reactants C1(C2C=CC=CC=2)C=CC=CC=1.Cl[C:14]1[C:15](=[O:39])[C:16](=[O:38])[C:17]=1[NH:18][C:19]1[CH:24]=[CH:23][C:22]([Cl:25])=[C:21]([S:26]([N:29]2[CH2:35][CH2:34][CH2:33][N:32]([CH3:36])[CH2:31][CH2:30]2)(=[O:28])=[O:27])[C:20]=1[OH:37].[NH2:40][C:41]1[CH:46]=[CH:45][CH:44]=[CH:43][CH:42]=1, predict the reaction product. The product is: [Cl:25][C:22]1[CH:23]=[CH:24][C:19]([NH:18][C:17]2[C:16](=[O:38])[C:15](=[O:39])[C:14]=2[NH:40][C:41]2[CH:46]=[CH:45][CH:44]=[CH:43][CH:42]=2)=[C:20]([OH:37])[C:21]=1[S:26]([N:29]1[CH2:35][CH2:34][CH2:33][N:32]([CH3:36])[CH2:31][CH2:30]1)(=[O:28])=[O:27]. (5) Given the reactants CC[N+](S(N=C(OC)[O-])(=O)=O)(CC)CC.[CH2:16]([N:18]1[C:22]2=[N:23][CH:24]=[C:25]([C:34]([NH2:36])=O)[C:26]([NH:27][CH:28]3[CH2:33][CH2:32][O:31][CH2:30][CH2:29]3)=[C:21]2[CH:20]=[N:19]1)[CH3:17], predict the reaction product. The product is: [CH2:16]([N:18]1[C:22]2=[N:23][CH:24]=[C:25]([C:34]#[N:36])[C:26]([NH:27][CH:28]3[CH2:29][CH2:30][O:31][CH2:32][CH2:33]3)=[C:21]2[CH:20]=[N:19]1)[CH3:17]. (6) Given the reactants C(O[C:4]([C:6]1[C:7]([C:11]2[NH:15][C:14]3[CH:16]=[CH:17][CH:18]=[CH:19][C:13]=3[N:12]=2)=[N:8][NH:9][CH:10]=1)=[O:5])C.[C:20]([NH2:24])([CH3:23])([CH3:22])[CH3:21].C(NC(C1C(C2NC3C=CC=CC=3N=2)=NNC=1)=O)(C)C, predict the reaction product. The product is: [C:20]([NH:24][C:4]([C:6]1[C:7]([C:11]2[NH:12][C:13]3[CH:19]=[CH:18][CH:17]=[CH:16][C:14]=3[N:15]=2)=[N:8][NH:9][CH:10]=1)=[O:5])([CH3:23])([CH3:22])[CH3:21].